This data is from Reaction yield outcomes from USPTO patents with 853,638 reactions. The task is: Predict the reaction yield, written as a fraction of the theoretical maximum amount of product (1.0 means a 100% yield; for example, 0.34 means a 34% yield). (1) The reactants are CC1(C)C(C)(C)OB([C:9]2[CH2:14][CH2:13][CH2:12][C:11](=[O:15])[CH:10]=2)O1.Cl[C:18]1[CH:23]=[CH:22][N:21]=[CH:20][C:19]=1[N+:24]([O-:26])=[O:25]. The catalyst is O1CCOCC1.C([O-])([O-])=O.[Na+].[Na+].CCOC(C)=O.C1C=CC(P(C2C=CC=CC=2)[C-]2C=CC=C2)=CC=1.C1C=CC(P(C2C=CC=CC=2)[C-]2C=CC=C2)=CC=1.Cl[Pd]Cl.[Fe+2].C(Cl)Cl. The product is [N+:24]([C:19]1[CH:20]=[N:21][CH:22]=[CH:23][C:18]=1[C:9]1[CH2:14][CH2:13][CH2:12][C:11](=[O:15])[CH:10]=1)([O-:26])=[O:25]. The yield is 0.550. (2) The reactants are Br[C:2]1[CH:3]=[CH:4][C:5]([F:23])=[C:6]([C:8]([NH:11][C:12](=[O:22])[O:13][CH:14]2[CH:19]3[CH2:20][CH2:21][N:16]([CH2:17][CH2:18]3)[CH2:15]2)([CH3:10])[CH3:9])[CH:7]=1.[CH3:24][CH:25]([CH3:30])[CH2:26]B(O)O. The catalyst is C([O-])(=O)C.[Pd+2].C([O-])(=O)C. The product is [F:23][C:5]1[CH:4]=[CH:3][C:2]([CH2:24][CH:25]([CH3:30])[CH3:26])=[CH:7][C:6]=1[C:8]([NH:11][C:12](=[O:22])[O:13][CH:14]1[CH:19]2[CH2:20][CH2:21][N:16]([CH2:17][CH2:18]2)[CH2:15]1)([CH3:10])[CH3:9]. The yield is 0.330. (3) The reactants are Br[C:2]1[CH:7]=[CH:6][C:5]([F:8])=[CH:4][C:3]=1[C:9]1[N:10]=[N:11][N:12]([CH3:14])[N:13]=1.[C:15]([Cu])#[N:16]. The catalyst is CN(C)C=O. The product is [F:8][C:5]1[CH:6]=[CH:7][C:2]([C:15]#[N:16])=[C:3]([C:9]2[N:10]=[N:11][N:12]([CH3:14])[N:13]=2)[CH:4]=1. The yield is 0.730. (4) The reactants are [C:1]([O:5][C:6]([N:8]1[CH2:11][CH:10]([O:12][C:13]2[CH:14]=[C:15]3[C:24](=[CH:25][C:26]=2[CH:27]([CH3:29])[CH3:28])[O:23][CH2:22][C:21]2[N:16]3[CH:17]([CH3:31])[C:18](=[O:30])[NH:19][N:20]=2)[CH2:9]1)=[O:7])([CH3:4])([CH3:3])[CH3:2].C(OC(N1CC(OC2C=C3C(=CC=2Br)OCC2N3C(C)C(=O)NN=2)C1)=O)(C)(C)C. No catalyst specified. The product is [C:1]([O:5][C:6]([N:8]1[CH2:11][CH:10]([O:12][C:13]2[CH:14]=[C:15]3[C:24](=[CH:25][C:26]=2[CH:27]([CH3:28])[CH3:29])[O:23][CH2:22][C:21]2[N:16]3[C@@H:17]([CH3:31])[C:18](=[O:30])[NH:19][N:20]=2)[CH2:9]1)=[O:7])([CH3:4])([CH3:3])[CH3:2].[C:1]([O:5][C:6]([N:8]1[CH2:11][CH:10]([O:12][C:13]2[CH:14]=[C:15]3[C:24](=[CH:25][C:26]=2[CH:27]([CH3:28])[CH3:29])[O:23][CH2:22][C:21]2[N:16]3[C@H:17]([CH3:31])[C:18](=[O:30])[NH:19][N:20]=2)[CH2:9]1)=[O:7])([CH3:4])([CH3:3])[CH3:2]. The yield is 0.500. (5) The reactants are [C:1]1([CH:7]2[C:12]3=[N:13][NH:14][C:15](=[O:20])[C:16]4[CH:17]=[CH:18][CH:19]=[C:10]([C:11]=43)[NH:9][C:8]2=O)[CH:6]=[CH:5][CH:4]=[CH:3][CH:2]=1.O1CCOCC1.CCN(CC)CC. The catalyst is C1COCC1. The product is [C:1]1([CH:7]2[C:12]3=[N:13][NH:14][C:15](=[O:20])[C:16]4[CH:17]=[CH:18][CH:19]=[C:10]([C:11]=43)[NH:9][CH2:8]2)[CH:2]=[CH:3][CH:4]=[CH:5][CH:6]=1. The yield is 0.240.